This data is from Forward reaction prediction with 1.9M reactions from USPTO patents (1976-2016). The task is: Predict the product of the given reaction. (1) Given the reactants [C:1](OCC)(=[O:10])/[CH:2]=[CH:3]/[C:4]1[CH:9]=[CH:8][CH:7]=[CH:6][CH:5]=1.[C:14]([O:19]CC)(=O)/[CH:15]=[CH:16]/[CH3:17].[C:22](OC)(=O)/[CH:23]=[CH:24]/[C:25](OC)=O.C(OC)(=O)/C=C\C(OC)=O.O=[C:43]1[CH2:50][C:47](C)(C)[CH2:46][C:45]([CH3:51])=[CH:44]1, predict the reaction product. The product is: [CH2:2]=[CH:3][C:4]1[CH:9]=[CH:8][CH:7]=[CH:6][CH:5]=1.[CH2:1]=[CH:2][CH2:3][CH2:4][CH2:5][CH2:44][CH2:43][CH2:50][CH2:47][CH2:46][CH2:45][CH3:51].[CH:23]1[CH:22]=[CH:17][C:16]([CH:15]([OH:10])[CH2:14][OH:19])=[CH:25][CH:24]=1. (2) Given the reactants [CH3:1][O:2][C:3](=[O:16])[C@@H:4]([NH:8][C:9]([O:11][C:12]([CH3:15])([CH3:14])[CH3:13])=[O:10])[CH2:5][CH2:6]Br.[CH2:17]([N:19](CC)[CH2:20]C)C.CNC, predict the reaction product. The product is: [CH3:1][O:2][C:3](=[O:16])[C@@H:4]([NH:8][C:9]([O:11][C:12]([CH3:15])([CH3:14])[CH3:13])=[O:10])[CH2:5][CH2:6][N:19]([CH3:20])[CH3:17]. (3) The product is: [S:6]1[C:5]2[C:3](=[O:2])[NH:11][CH2:10][C:9]=2[CH:8]=[CH:7]1. Given the reactants C[O:2][C:3]([C:5]1[S:6][CH:7]=[CH:8][C:9]=1[CH2:10][NH2:11])=O.C([O-])([O-])=O.[K+].[K+], predict the reaction product. (4) Given the reactants Cl.C([O:9][C:10]1[CH:19]=[C:18]2[C:13]([C:14]([NH:20][C:21]3[CH:26]=[CH:25][C:24]([Br:27])=[CH:23][C:22]=3[F:28])=[N:15][CH:16]=[N:17]2)=[CH:12][C:11]=1[O:29][CH3:30])C1C=CC=CC=1, predict the reaction product. The product is: [Br:27][C:24]1[CH:25]=[CH:26][C:21]([NH:20][C:14]2[C:13]3[C:18](=[CH:19][C:10]([OH:9])=[C:11]([O:29][CH3:30])[CH:12]=3)[N:17]=[CH:16][N:15]=2)=[C:22]([F:28])[CH:23]=1. (5) Given the reactants [NH2:1][C:2]1[C:9]([Cl:10])=[CH:8][C:5]([C:6]#[N:7])=[CH:4][C:3]=1[Cl:11].[F:12][B-:13]([F:16])([F:15])[F:14].[H+].[N:18](OCCC(C)C)=O.C(OCC)C, predict the reaction product. The product is: [F:12][B-:13]([F:16])([F:15])[F:14].[Cl:11][C:3]1[CH:4]=[C:5]([C:6]#[N:7])[CH:8]=[C:9]([Cl:10])[C:2]=1[N+:1]#[N:18].